From a dataset of Catalyst prediction with 721,799 reactions and 888 catalyst types from USPTO. Predict which catalyst facilitates the given reaction. (1) Reactant: [CH3:1][O:2][C:3]1[CH:28]=[CH:27][C:6]([CH2:7][O:8][CH:9]([C:15]2[C:24]([CH3:25])=[CH:23][C:22]3[C:17](=[CH:18][CH:19]=[CH:20][CH:21]=3)[C:16]=2[OH:26])[C:10]([O:12][CH2:13][CH3:14])=[O:11])=[CH:5][CH:4]=1.C([O-])(O)=O.[Na+].[Br:34]Br.[O-]S([O-])(=S)=O.[Na+].[Na+]. Product: [CH3:1][O:2][C:3]1[CH:4]=[CH:5][C:6]([CH2:7][O:8][CH:9]([C:15]2[C:24]([CH3:25])=[C:23]([Br:34])[C:22]3[C:17](=[CH:18][CH:19]=[CH:20][CH:21]=3)[C:16]=2[OH:26])[C:10]([O:12][CH2:13][CH3:14])=[O:11])=[CH:27][CH:28]=1. The catalyst class is: 22. (2) Reactant: [CH3:1][C:2]1[CH:10]=[CH:9][C:8]2[N:7]([CH2:11][CH:12]([C:14]3[CH:19]=[CH:18][N:17]=[CH:16][CH:15]=3)[OH:13])[C:6]3[CH2:20][CH2:21][N:22]4[CH:26]([C:5]=3[C:4]=2[CH:3]=1)[CH2:25][CH2:24][CH2:23]4.[C:27](O)(=[O:33])[CH2:28][CH2:29][C:30]([OH:32])=[O:31].CN(C1C=CC=CN=1)C.C1(N=C=NC2CCCCC2)CCCCC1. Product: [CH3:1][C:2]1[CH:10]=[CH:9][C:8]2[N:7]([CH2:11][CH:12]([C:14]3[CH:19]=[CH:18][N:17]=[CH:16][CH:15]=3)[O:13][C:27](=[O:33])[CH2:28][CH2:29][C:30]([OH:32])=[O:31])[C:6]3[CH2:20][CH2:21][N:22]4[CH:26]([C:5]=3[C:4]=2[CH:3]=1)[CH2:25][CH2:24][CH2:23]4. The catalyst class is: 2. (3) Reactant: [CH:1]([C:5]1[C:19]([O:20][CH3:21])=[CH:18][CH:17]=[CH:16][C:6]=1[O:7][C:8]1[CH:15]=[CH:14][C:11]([C:12]#[N:13])=[CH:10][CH:9]=1)([CH2:3][CH3:4])[CH3:2].[Br:22]N1C(=O)CCC1=O.[O-][Si]([O-])=O.[Mg+2]. Product: [Br:22][C:16]1[C:6]([O:7][C:8]2[CH:15]=[CH:14][C:11]([C:12]#[N:13])=[CH:10][CH:9]=2)=[C:5]([CH:1]([CH2:3][CH3:4])[CH3:2])[C:19]([O:20][CH3:21])=[CH:18][CH:17]=1. The catalyst class is: 10. (4) Product: [CH3:13][O:12][C:11]1[CH:10]=[C:9]2[C:5](=[CH:4][C:3]=1[O:2][CH3:1])[CH2:6][C:7]([C:14]([OH:16])=[O:15])=[CH:8]2. The catalyst class is: 36. Reactant: [CH3:1][O:2][C:3]1[CH:4]=[C:5]2[C:9](=[CH:10][C:11]=1[O:12][CH3:13])[CH2:8][C:7]([C:14]([O:16]C)=[O:15])=[CH:6]2.[OH-].[Na+]. (5) Reactant: [CH3:1][O:2][C:3]1[CH:17]=[CH:16][C:6]([CH2:7]P(=O)(OCC)OCC)=[CH:5][CH:4]=1.[C:18]1([CH3:40])[CH:23]=[CH:22][C:21]([N:24]([C:33]2[CH:38]=[CH:37][C:36]([CH3:39])=[CH:35][CH:34]=2)[C:25]2[CH:32]=[CH:31][C:28]([CH:29]=O)=[CH:27][CH:26]=2)=[CH:20][CH:19]=1.C(O[K])(C)(C)C.O. Product: [CH3:1][O:2][C:3]1[CH:4]=[CH:5][C:6]([CH:7]=[CH:39][C:36]2[CH:35]=[CH:34][C:33]([N:24]([C:25]3[CH:32]=[CH:31][C:28]([CH3:29])=[CH:27][CH:26]=3)[C:21]3[CH:22]=[CH:23][C:18]([CH3:40])=[CH:19][CH:20]=3)=[CH:38][CH:37]=2)=[CH:16][CH:17]=1. The catalyst class is: 9.